This data is from Full USPTO retrosynthesis dataset with 1.9M reactions from patents (1976-2016). The task is: Predict the reactants needed to synthesize the given product. (1) Given the product [Cl:32][C:33]1[CH:34]=[C:35]2[C:39](=[CH:40][CH:41]=1)[NH:38][C:37](=[O:42])[C:36]2([OH:43])[C:23]1[C:18]([O:17][CH3:16])=[N:19][CH:20]=[C:21]([CH3:24])[CH:22]=1, predict the reactants needed to synthesize it. The reactants are: C([Li])(C)(C)C.C1(C)C=C(C)C=C(C)C=1Br.[CH3:16][O:17][C:18]1[CH:23]=[CH:22][C:21]([CH3:24])=[CH:20][N:19]=1.C(=O)=O.CC(C)=O.[Cl:32][C:33]1[CH:34]=[C:35]2[C:39](=[CH:40][CH:41]=1)[NH:38][C:37](=[O:42])[C:36]2=[O:43].[NH4+].[Cl-]. (2) Given the product [ClH:1].[C:2]1([C@H:12]([NH:14][CH2:15][CH2:16][CH2:17][C:18]2[CH:27]=[CH:26][CH:25]=[CH:24][C:19]=2[C:20]([OH:22])=[O:21])[CH3:13])[C:11]2[C:6](=[CH:7][CH:8]=[CH:9][CH:10]=2)[CH:5]=[CH:4][CH:3]=1, predict the reactants needed to synthesize it. The reactants are: [ClH:1].[C:2]1([C@H:12]([NH:14][CH2:15][CH2:16][CH2:17][C:18]2[CH:27]=[CH:26][CH:25]=[CH:24][C:19]=2[C:20]([O:22]C)=[O:21])[CH3:13])[C:11]2[C:6](=[CH:7][CH:8]=[CH:9][CH:10]=2)[CH:5]=[CH:4][CH:3]=1.O.[Li+].[OH-]. (3) Given the product [CH3:13][O:12][C:11]1[CH:10]=[C:9]2[C:4]([CH:5]=[C:6]([C:18]([O:20][CH2:21][CH3:22])=[O:19])[CH:7]([C:14]([F:17])([F:16])[F:15])[O:8]2)=[CH:3][C:2]=1[CH:23]=[CH2:24], predict the reactants needed to synthesize it. The reactants are: I[C:2]1[CH:3]=[C:4]2[C:9](=[CH:10][C:11]=1[O:12][CH3:13])[O:8][CH:7]([C:14]([F:17])([F:16])[F:15])[C:6]([C:18]([O:20][CH2:21][CH3:22])=[O:19])=[CH:5]2.[CH2:23]([Sn](CCCC)(CCCC)C=C)[CH2:24]CC.[F-].[NH4+]. (4) Given the product [NH2:1][C:4]1[C:13]2[C:8](=[CH:9][CH:10]=[CH:11][CH:12]=2)[C:7]([O:14][C:15]2[CH:20]=[CH:19][N:18]=[C:17]([NH2:21])[CH:16]=2)=[CH:6][CH:5]=1, predict the reactants needed to synthesize it. The reactants are: [N+:1]([C:4]1[C:13]2[C:8](=[CH:9][CH:10]=[CH:11][CH:12]=2)[C:7]([O:14][C:15]2[CH:20]=[CH:19][N:18]=[C:17]([NH2:21])[CH:16]=2)=[CH:6][CH:5]=1)([O-])=O.C(Cl)Cl.C(O)(=O)C.[H][H]. (5) Given the product [CH:1]1([N:9]2[CH2:12][CH:11]([CH2:13][O:14][C:15]3[CH:16]=[CH:17][C:18]([C:21]4([CH2:27][N:28]([CH3:30])[CH3:29])[CH2:26][CH2:25][O:24][CH2:23][CH2:22]4)=[CH:19][CH:20]=3)[CH2:10]2)[CH2:5][CH2:4][CH2:3][CH2:2]1, predict the reactants needed to synthesize it. The reactants are: [CH:1]1(Br)[CH2:5][CH2:4][CH2:3][CH2:2]1.[OH-].[Na+].[NH:9]1[CH2:12][CH:11]([CH2:13][O:14][C:15]2[CH:20]=[CH:19][C:18]([C:21]3([CH2:27][N:28]([CH3:30])[CH3:29])[CH2:26][CH2:25][O:24][CH2:23][CH2:22]3)=[CH:17][CH:16]=2)[CH2:10]1. (6) Given the product [Br:1][C:2]1[N:7]=[C:6]([NH:8][C@H:9]([CH:11]2[CH2:16][CH2:15][O:14][CH2:13][CH2:12]2)[CH3:10])[CH:5]=[CH:4][C:3]=1[Cl:17], predict the reactants needed to synthesize it. The reactants are: [Br:1][C:2]1[N:7]=[C:6]([NH:8][C@H:9]([CH:11]2[CH2:16][CH2:15][O:14][CH2:13][CH2:12]2)[CH3:10])[CH:5]=[CH:4][CH:3]=1.[Cl:17]N1C(=O)CCC1=O. (7) The reactants are: [NH:1]1[C:9]2[C:4](=[CH:5][CH:6]=[CH:7][C:8]=2[C:10]([OH:12])=O)[CH:3]=[CH:2]1.[C:13]([C:17]1[CH:36]=[CH:35][C:20]([CH2:21][NH:22][CH2:23][CH2:24][N:25]([CH2:33][CH3:34])[C:26]2[CH:27]=[C:28]([CH3:32])[CH:29]=[CH:30][CH:31]=2)=[CH:19][CH:18]=1)([CH3:16])([CH3:15])[CH3:14].CCN=C=NCCCN(C)C.Cl. Given the product [C:13]([C:17]1[CH:36]=[CH:35][C:20]([CH2:21][N:22]([CH2:23][CH2:24][N:25]([CH2:33][CH3:34])[C:26]2[CH:27]=[C:28]([CH3:32])[CH:29]=[CH:30][CH:31]=2)[C:10]([C:8]2[CH:7]=[CH:6][CH:5]=[C:4]3[C:9]=2[NH:1][CH:2]=[CH:3]3)=[O:12])=[CH:19][CH:18]=1)([CH3:15])([CH3:14])[CH3:16], predict the reactants needed to synthesize it.